This data is from Experimentally validated miRNA-target interactions with 360,000+ pairs, plus equal number of negative samples. The task is: Binary Classification. Given a miRNA mature sequence and a target amino acid sequence, predict their likelihood of interaction. (1) The miRNA is hsa-miR-3660 with sequence ACUGACAGGAGAGCAUUUUGA. The protein sequence of the target gene is MDTDLYDEFGNYIGPELDSDEDDDELGRETKDLDEMDDDDDDDDVGDHDDDHPGMEVVLHEDKKYYPTAEEVYGPEVETIVQEEDTQPLTEPIIKPVKTKKFTLMEQTLPVTVYEMDFLADLMDNSELIRNVTLCGHLHHGKTCFVDCLIEQTHPEIRKRYDQDLCYTDILFTEQERGVGIKSTPVTVVLPDTKGKSYLFNIMDTPGHVNFSDEVTAGLRISDGVVLFIDAAEGVMLNTERLIKHAVQERLAVTVCINKIDRLILELKLPPTDAYYKLRHIVDEVNGLISMYSTDENLIL.... Result: 0 (no interaction). (2) The miRNA is hsa-miR-590-3p with sequence UAAUUUUAUGUAUAAGCUAGU. The protein sequence of the target gene is MAATKRKRRGGLEVQAKKPKRSSKDAGQPAKQADVAKEAEEENRDRIPGPVCKGKWKNKERILIFSSRGINFRTRHLMQDLRMLMPHSKADTKMDRKDKLFVINEVCEMKNCNKCIYFEAKKKQDLYMWLSNSPHGPSAKFLVQNIHTLAELKMTGNCLKGSRPLLSFDPAFDDLPHYALLKEFLIQIFSTPRYHPKSQPFVDHVFTFTILDNRIWFRNFQIIEEDAALVEIGPRFVLNLIKIFQGSFGGPTLYENPHYQSPNMHRRVIRSITAAKYRERQQVKDVQKLRKKEPKTILPH.... Result: 0 (no interaction). (3) The miRNA is mmu-miR-19b-3p with sequence UGUGCAAAUCCAUGCAAAACUGA. The protein sequence of the target gene is MAEAPASPVPLSPLEVELDPEFEPQSRPRSCTWPLQRPELQASPAKPSGETAADSMIPEEDDDEDDEDGGGRASSAMVIGGGVSSTLGSGLLLEDSAMLLAPGGQDLGSGPASAAGALSGGTPTQLQPQQPLPQPQPGAAGGSGQPRKCSSRRNAWGNLSYADLITRAIESSPDKRLTLSQIYEWMVRCVPYFKDKGDSNSSAGWKNSIRHNLSLHSRFMRVQNEGTGKSSWWIINPDGGKSGKAPRRRAVSMDNSNKYTKSRGRAAKKKAALQAAPESADDSPSQLSKWPGSPTSRSSD.... Result: 1 (interaction). (4) The miRNA is hsa-miR-369-5p with sequence AGAUCGACCGUGUUAUAUUCGC. The protein sequence of the target gene is MAAAAAGGAPGPAPGPAGPPPPAAPTSAARAPPQALRRRGDSRRRQAALFFLNNISLDGRPPSLGPGGEKPPPPPAEAREPPAPPPPEPPTGLPARTPAPQGLLSPTQVPTGLGLDGQRQRKRVTSQRCSLEFLEDAVGCAPAQRTKHTSGSPRHKGLKKTHFIKNMRQYDTRNSRIVLICAKRSLCAAFSVLPYGEGLRISDLRVDSQKQRHPSGGVSVSSEMVFELEGVELGADGKVVSYAKFLYPTNALVTHKSDSHGLLPTPRPSVPRTLPGSRHKPAPTKSAPASTELGSDVGDT.... Result: 0 (no interaction). (5) The miRNA is mmu-miR-683 with sequence CCUGCUGUAAGCUGUGUCCUC. The protein sequence of the target gene is MPVQAAQWTEFLSCPICYNEFDENVHKPISLGCSHTVCKTCLNKLHRKACPFDQTAINTDIDVLPVNFALLQLVGAQVPDHQSIKLSNLGENKHYEVAKKCVEDLALYLKPLSGGKGVASLNQSALSRPMQRKLVTLVNCQLVEEEGRVRAMRAARSLGERTVTELILQHQNPQQLSANLWAAVRARGCQFLGPAMQEEALKLVLLALEDGSALSRKVLVLFVVQRLEPRFPQASKTSIGHVVQLLYRASCFKVTKRDEDSSLMQLKEEFRSYEALRREHDAQIVHIAMEAGLRISPEQW.... Result: 0 (no interaction). (6) The protein sequence of the target gene is MKVHMLVGVLVMVGFTVGKVPVPDIRTCHFCLVEDPSVGCISGSEKCTISSSSLCMVITIYYDVKVRFIVRGCGQYISYRCQEKRNTYFAEYWYQAQCCQYDYCNSWSSPQLQSSLPEPHDRPLALPLSDSQIQWFYQALNLSLPLPNFHAGTEPDGLDPMVTLSLNLGLSFAELRRMYLFLNSSGLLVLPQAGLLTPHPS. The miRNA is hsa-miR-6780a-5p with sequence UUGGGAGGGAAGACAGCUGGAGA. Result: 1 (interaction). (7) The miRNA is mmu-miR-3472 with sequence UAAUAGCCAGAAGCUGGAAGGAACC. The protein sequence of the target gene is MKSAVLFLLGIIFLEQCGVRGTLVIRNARCSCISTSRGTIHYKSLKDLKQFAPSPNCNKTEIIATLKNGDQTCLDPDSANVKKLMKEWEKKISQKKKQKRGKKHQKNMKNRKPKTPQSRRRSRKTT. Result: 0 (no interaction). (8) The miRNA is mmu-miR-466d-5p with sequence UGUGUGUGCGUACAUGUACAUG. The protein sequence of the target gene is MLTRNSLYLLLWILFDGGLLTPLQPQPQQTLATEPKENVIHLSGRRSHFQRVKRGWVWNQFFVLEEYMGSEPQYVGKLHSDLDKGEGTVKYTLSGDGAGTVFTIDETTGDIHAIRSLDREEKPFYTLRAQAVDIETRKPLEPESEFIIKVQDINDNEPKFLDGPYVASVPEMSPVGAYVLQVKATDADDPTYGNSARVVYSILQGQPYFSIDPKTGVIRTALPNMDREVKEQYQVLIQAKDMGGQLGGLAGTTVVNITLTDVNDNPPRFPKSIFHLKVPESSPVGSAIGRIRAVDPDFGK.... Result: 1 (interaction).